From a dataset of Full USPTO retrosynthesis dataset with 1.9M reactions from patents (1976-2016). Predict the reactants needed to synthesize the given product. (1) Given the product [NH2:55][C:56]1[CH:52]=[CH:51][C:50]([C:47]2[CH:46]=[CH:45][C:44]3[C:43]4[C:38](=[CH:39][CH:40]=[CH:41][CH:42]=4)[C:37]([CH3:61])([CH3:36])[C:49]=3[CH:48]=2)=[CH:58][C:57]=1[C:31]([OH:34])=[O:32], predict the reactants needed to synthesize it. The reactants are: IC1C=C2C(=CC=1)NC(=O)C2=O.B(O)(O)C1C=CC2C3C(C(C)(C)C=2C=1)=CC=CC=3.[C:31]([O-:34])(O)=[O:32].[Na+].[CH3:36][C:37]1([CH3:61])[C:49]2[CH:48]=[C:47]([C:50]3[CH:51]=[C:52]4[C:56](=[CH:57][CH:58]=3)[NH:55]C(=O)C4=O)[CH:46]=[CH:45][C:44]=2[C:43]2[C:38]1=[CH:39][CH:40]=[CH:41][CH:42]=2. (2) Given the product [CH2:13]([O:15][C:16](=[O:35])[N:17]([CH2:31][C@H:32]([OH:34])[CH2:33][N:5]1[C:1](=[O:11])[C:2]2=[CH:10][CH:9]=[CH:8][CH:7]=[C:3]2[C:4]1=[O:6])[C:18]1[CH:23]=[CH:22][C:21]([N:24]2[CH2:25][CH2:26][O:27][CH2:28][CH2:29]2)=[C:20]([F:30])[CH:19]=1)[CH3:14], predict the reactants needed to synthesize it. The reactants are: [C:1]1(=[O:11])[NH:5][C:4](=[O:6])[C:3]2=[CH:7][CH:8]=[CH:9][CH:10]=[C:2]12.[K].[CH2:13]([O:15][C:16](=[O:35])[N:17]([CH2:31][C@H:32]1[O:34][CH2:33]1)[C:18]1[CH:23]=[CH:22][C:21]([N:24]2[CH2:29][CH2:28][O:27][CH2:26][CH2:25]2)=[C:20]([F:30])[CH:19]=1)[CH3:14].O. (3) Given the product [F:7][C:8]([F:27])([F:28])[O:9][C:10]1[CH:26]=[CH:25][C:13]([CH2:14][C:15]2[CH:24]=[CH:23][C:18]([CH2:19][OH:20])=[CH:17][CH:16]=2)=[CH:12][CH:11]=1, predict the reactants needed to synthesize it. The reactants are: [H-].[H-].[H-].[H-].[Li+].[Al+3].[F:7][C:8]([F:28])([F:27])[O:9][C:10]1[CH:26]=[CH:25][C:13]([CH2:14][C:15]2[CH:24]=[CH:23][C:18]([C:19](OC)=[O:20])=[CH:17][CH:16]=2)=[CH:12][CH:11]=1.CCOC(C)=O. (4) Given the product [CH:1]1([N:6]2[C:15]3[C:10](=[CH:11][CH:12]=[C:13]([F:16])[CH:14]=3)[C:9](=[O:17])[C:8]([C:18]([OH:20])=[O:19])=[CH:7]2)[CH2:2][CH2:3][CH2:4][CH2:5]1, predict the reactants needed to synthesize it. The reactants are: [CH:1]1([N:6]2[C:15]3[C:10](=[CH:11][CH:12]=[C:13]([F:16])[CH:14]=3)[C:9](=[O:17])[C:8]([C:18]([O:20]CC)=[O:19])=[CH:7]2)[CH2:5][CH2:4][CH2:3][CH2:2]1.Cl. (5) The reactants are: C(OC([N:8]1[CH2:13][CH2:12][N:11]([C:14]2[C:15]3[C:29]([O:30][CH3:31])=[CH:28][N:27]=[CH:26][C:16]=3[N:17]=[C:18]([C:20]3[CH:25]=[CH:24][N:23]=[CH:22][CH:21]=3)[N:19]=2)[CH2:10][CH:9]1[C:32](=[O:42])[NH:33][CH2:34][CH2:35][C:36]1[CH:41]=[CH:40][CH:39]=[CH:38][CH:37]=1)=O)(C)(C)C.C(OC(N1CCN(C2C3C(OC)=CN=CC=3N=C(C3C=CN=CC=3)N=2)CC1C(O)=O)=O)(C)(C)C.CN(C)C=O.ON1C2C=CC=CC=2N=N1.CN1CCOCC1.C(N)CC1C=CC=CC=1.Cl.CN(C)CCCN=C=NCC. Given the product [CH2:34]([NH:33][C:32]([CH:9]1[CH2:10][N:11]([C:14]2[C:15]3[C:29]([O:30][CH3:31])=[CH:28][N:27]=[CH:26][C:16]=3[N:17]=[C:18]([C:20]3[CH:25]=[CH:24][N:23]=[CH:22][CH:21]=3)[N:19]=2)[CH2:12][CH2:13][NH:8]1)=[O:42])[CH2:35][C:36]1[CH:37]=[CH:38][CH:39]=[CH:40][CH:41]=1, predict the reactants needed to synthesize it. (6) Given the product [NH2:1][C:2]1[C:11]2[N:10]=[CH:9][C:8]([CH2:12][CH2:13][C:14]3[CH:22]=[CH:21][C:17]([C:18]([N:32]([CH2:31][CH2:30][N:29]([CH3:34])[CH3:28])[CH3:33])=[O:19])=[CH:16][C:15]=3[CH3:23])=[CH:7][C:6]=2[C:5]2[CH:24]=[CH:25][CH:26]=[CH:27][C:4]=2[N:3]=1, predict the reactants needed to synthesize it. The reactants are: [NH2:1][C:2]1[C:11]2[N:10]=[CH:9][C:8]([CH2:12][CH2:13][C:14]3[CH:22]=[CH:21][C:17]([C:18](Cl)=[O:19])=[CH:16][C:15]=3[CH3:23])=[CH:7][C:6]=2[C:5]2[CH:24]=[CH:25][CH:26]=[CH:27][C:4]=2[N:3]=1.[CH3:28][N:29]([CH3:34])[CH2:30][CH2:31][NH:32][CH3:33]. (7) The reactants are: [CH3:1][CH:2]([CH2:4][CH2:5][CH2:6][C@H:7]([C@@H:9]1[C@:27]2([CH3:28])[C@H:12]([C@H:13]3[C@H:24]([CH2:25][CH2:26]2)[C@:22]2([CH3:23])[C:16]([CH2:17][C@H:18]([CH2:20][CH2:21]2)[OH:19])=[CH:15][CH2:14]3)[CH2:11][CH2:10]1)[CH3:8])[CH3:3].CO.O.C(O)(=[O:34])C.OS(O)(=O)=O. Given the product [OH:34][C:2]([CH2:4][CH2:5][CH2:6][C@H:7]([C@@H:9]1[C@:27]2([CH3:28])[C@H:12]([C@H:13]3[C@H:24]([CH2:25][CH2:26]2)[C@:22]2([CH3:23])[C:16]([CH2:17][C@H:18]([CH2:20][CH2:21]2)[OH:19])=[CH:15][CH2:14]3)[CH2:11][CH2:10]1)[CH3:8])([CH3:1])[CH3:3], predict the reactants needed to synthesize it. (8) The reactants are: [NH2:1][C@H:2]1[CH2:7][CH2:6][C@H:5]([NH:8][C:9]2[CH:17]=[C:16]([N:18]3[C:26]4[CH2:25][C:24]([CH3:28])([CH3:27])[CH2:23][C:22](=[O:29])[C:21]=4[C:20]([C:30]([F:33])([F:32])[F:31])=[N:19]3)[CH:15]=[CH:14][C:10]=2[C:11]([NH2:13])=[O:12])[CH2:4][CH2:3]1.[C:34]([NH:41][CH2:42][CH2:43][CH2:44][CH2:45][CH2:46][C:47](O)=[O:48])([O:36][C:37]([CH3:40])([CH3:39])[CH3:38])=[O:35].CCN=C=NCCCN(C)C. Given the product [C:11]([C:10]1[CH:14]=[CH:15][C:16]([N:18]2[C:26]3[CH2:25][C:24]([CH3:27])([CH3:28])[CH2:23][C:22](=[O:29])[C:21]=3[C:20]([C:30]([F:32])([F:33])[F:31])=[N:19]2)=[CH:17][C:9]=1[NH:8][C@H:5]1[CH2:4][CH2:3][C@H:2]([NH:1][C:47](=[O:48])[CH2:46][CH2:45][CH2:44][CH2:43][CH2:42][NH:41][C:34](=[O:35])[O:36][C:37]([CH3:38])([CH3:39])[CH3:40])[CH2:7][CH2:6]1)(=[O:12])[NH2:13], predict the reactants needed to synthesize it. (9) Given the product [CH2:25]([NH:20][C:14]1[N:13]=[C:12]2[C:17](=[N:18][C:2](=[O:1])[N:3]2[C@@H:4]2[O:11][C@H:8]([CH2:9][OH:10])[C@@H:6]([OH:7])[CH2:5]2)[C:16](=[O:19])[N:15]=1)[CH2:26][CH3:27], predict the reactants needed to synthesize it. The reactants are: [O:1]=[C:2]1[N:18]=[C:17]2[C:12](=[N:13][C:14]([NH2:20])=[N:15][C:16]2=[O:19])[N:3]1[C@@H:4]1[O:11][C@H:8]([CH2:9][OH:10])[C@@H:6]([OH:7])[CH2:5]1.[BH3-]C#N.[Na+].[CH:25](=O)[CH2:26][CH3:27].